Dataset: CYP3A4 inhibition data for predicting drug metabolism from PubChem BioAssay. Task: Regression/Classification. Given a drug SMILES string, predict its absorption, distribution, metabolism, or excretion properties. Task type varies by dataset: regression for continuous measurements (e.g., permeability, clearance, half-life) or binary classification for categorical outcomes (e.g., BBB penetration, CYP inhibition). Dataset: cyp3a4_veith. The compound is CS(=O)(=O)Nc1cccc(-c2cc(NCc3cccs3)ncn2)c1. The result is 1 (inhibitor).